From a dataset of Merck oncology drug combination screen with 23,052 pairs across 39 cell lines. Regression. Given two drug SMILES strings and cell line genomic features, predict the synergy score measuring deviation from expected non-interaction effect. Drug 1: C#Cc1cccc(Nc2ncnc3cc(OCCOC)c(OCCOC)cc23)c1. Drug 2: CCC1(O)C(=O)OCc2c1cc1n(c2=O)Cc2cc3c(CN(C)C)c(O)ccc3nc2-1. Cell line: PA1. Synergy scores: synergy=0.273.